This data is from Catalyst prediction with 721,799 reactions and 888 catalyst types from USPTO. The task is: Predict which catalyst facilitates the given reaction. (1) Reactant: [CH3:1][C:2]1[CH:8]=[CH:7][C:6]([CH3:9])=[CH:5][C:3]=1[NH2:4].ClC(Cl)(O[C:14](=[O:20])OC(Cl)(Cl)Cl)Cl.C(N(CC)C(C)C)(C)C.Cl.[C:32]1([CH:38]2[O:42][N:41]=[C:40]([C:43]3[N:44]=[C:45]([N:48]4[CH2:53][CH2:52][NH:51][CH2:50][CH2:49]4)[S:46][CH:47]=3)[CH2:39]2)[CH:37]=[CH:36][CH:35]=[CH:34][CH:33]=1. Product: [C:32]1([CH:38]2[O:42][N:41]=[C:40]([C:43]3[N:44]=[C:45]([N:48]4[CH2:53][CH2:52][N:51]([C:14]([NH:4][C:3]5[CH:5]=[C:6]([CH3:9])[CH:7]=[CH:8][C:2]=5[CH3:1])=[O:20])[CH2:50][CH2:49]4)[S:46][CH:47]=3)[CH2:39]2)[CH:33]=[CH:34][CH:35]=[CH:36][CH:37]=1. The catalyst class is: 1. (2) Reactant: [CH2:1]([O:3][C:4](=[O:37])[CH:5]([C:7]1[CH:12]=[CH:11][C:10]([Cl:13])=[C:9]([NH:14][C:15](=[O:36])[C:16]2[CH:21]=[CH:20][C:19]([O:22][CH2:23][C@@H:24]3[CH2:29][N:28]([CH3:30])[C:27]4[CH:31]=[CH:32][CH:33]=[CH:34][C:26]=4[O:25]3)=[CH:18][C:17]=2[Cl:35])[CH:8]=1)[OH:6])[CH3:2].C(N(C(C)C)CC)(C)C.CS(C)=O.C(OCC)(=O)C. Product: [CH2:1]([O:3][C:4](=[O:37])[C:5]([C:7]1[CH:12]=[CH:11][C:10]([Cl:13])=[C:9]([NH:14][C:15](=[O:36])[C:16]2[CH:21]=[CH:20][C:19]([O:22][CH2:23][C@@H:24]3[CH2:29][N:28]([CH3:30])[C:27]4[CH:31]=[CH:32][CH:33]=[CH:34][C:26]=4[O:25]3)=[CH:18][C:17]=2[Cl:35])[CH:8]=1)=[O:6])[CH3:2]. The catalyst class is: 6.